Dataset: Experimentally validated miRNA-target interactions with 360,000+ pairs, plus equal number of negative samples. Task: Binary Classification. Given a miRNA mature sequence and a target amino acid sequence, predict their likelihood of interaction. (1) The miRNA is hsa-miR-23a-3p with sequence AUCACAUUGCCAGGGAUUUCC. The protein sequence of the target gene is MAARPPASLSYRTTGSTCLHPLSQLLGIPLDQVNFVACQLFALSAAFWFRIYLHPGKASPEVRHTLATILGIYFVVFCFGWYAVHLFVLVLMCYGVMVTASVSNIHRYSFFVAMGYLTICHISRIYIFHYGILTTDFSGPLMIVTQKITTLAFQVHDGLGRKAEDLSAEQHRLAVKAKPSLLEYLSYHLNFMSVIAGPCNNFKDYVAFIEGRHIHMKLLEVNWTQRGFQSLPEPSPMGAVIQKLCVTLMSLLLFLTLSKSFPVTFLIDDWFVHKANFLSRLWYLYVVMQAAKPKYYFAWT.... Result: 0 (no interaction). (2) The miRNA is hsa-miR-6778-3p with sequence UGCCUCCCUGACAUUCCACAG. The protein sequence of the target gene is MPPPQGDVTALFLGPPGLGKSALIAALCDKDVETLEAPEGRPDSGVPSLRAAGPGLFLGELSCPPAAPGPWAAEANVLVLVLPGPEGNGEPLAPALGEAALAALARGTPLLAVRNLRPGDSQTAAQARDQTAALLNSAGLGAADLFVLPANCGSSDGCEELERLRAALQSQAEALRRLLPPAQDGFEVLGAAELEAVREAFETGGLEAALSWVRSGLERLGSARLDLAVAGKADVGLVVDMLLGLDPGDPGAAPASVPTAPTPFPAPERPNVVLWTVPLGHTGTATTAAAASHPTHYDAL.... Result: 1 (interaction). (3) The miRNA is hsa-miR-6849-3p with sequence ACCAGCCUGUGUCCACCUCCAG. The protein sequence of the target gene is MSGILKRKFEEVDGSSPCSSVRESDDEVSSSESADSGDSVNPSTSSHFTPSSILKREKRLRTKNVHFSCVTVYYFTRRQGFTSVPSQGGSTLGMSSRHNSVRQYTLGEFAREQERLHREMLREHLREEKLNSLKLKMTKNGTVESEEASTLTLDDISDDDIDLDNTEVDEYFFLQPLPTKKRRALLRASGVKKIDVEEKHELRAIRLSREDCGCDCRVFCDPDTCTCSLAGIKCQVDRMSFPCGCTKEGCSNTAGRIEFNPIRVRTHFLHTIMKLELEKNREQQIPTLNGCHSEISAHSS.... Result: 1 (interaction). (4) The miRNA is hsa-miR-4727-3p with sequence AUAGUGGGAAGCUGGCAGAUUC. The protein sequence of the target gene is MRAVSVWYCCPWGLLLLHCLCSFSVGSPSPSISPEKKVGSQGLRFRLAGFPRKPYEGRVEIQRAGEWGTICDDDFTLQAAHVLCRELGFTEATGWTHSAKYGPGTGRIWLDNLSCRGTEGSVTECASRGWGNSDCTHDEDAGVICKDQRLPGFSDSNVIEVEHQLQVEEVRLRPAVEWGRRPLPVTEGLVEVRLPEGWSQVCDKGWSAHNSHVVCGMLGFPGEKRVNMAFYRMLAQKKQHSFGLHSVACVGTEAHLSLCSLEFYRANDTTRCSGGNPAVVSCVLGPLYATFTGQKKQQHS.... Result: 0 (no interaction). (5) The miRNA is hsa-miR-17-5p with sequence CAAAGUGCUUACAGUGCAGGUAG. The protein sequence of the target gene is MSSIKHLVYAVIRFLREQSQMDTYTSDEQESLEVAIQCLETVFKISPEDTHLAVSQPLTEMFTSSFCKNDVLPLSNSVPEDVGKADQLKDEGNNHMKEENYAAAVDCYTQAIELDPNNAVYYCNRAAAQSKLGHYTDAIKDCEKAIAIDSKYSKAYGRMGLALTALNKFEEAVTSYQKALDLDPENDSYKSNLKIAEQKLREVSSPTGTGLSFDMASLINNPAFISMAASLMQNPQVQQLMSGMMTNAIGGPAAGVGGLTDLSSLIQAGQQFAQQIQQQNPELIEQLRNHIRSRSFSSSA.... Result: 1 (interaction). (6) The miRNA is hsa-miR-6761-3p with sequence UCCUACGCUGCUCUCUCACUCC. The protein sequence of the target gene is MKGGEGDAGEQAPLNPEGESPAGSATYREFVHRGYLDLMGASQHSLRALSWRRLYLSRAKLKASSRTSALLSGFAMVAMVEVQLESDHEYPPGLLVAFSACTTVLVAVHLFALMVSTCLLPHIEAVSNIHNLNSVHQSPHQRLHRYVELAWGFSTALGTFLFLAEVVLVGWVKFVPIGAPLDTPTPMVPTSRVPGTLAPVATSLSPASNLPRSSASAAPSQAEPACPPRQACGGGGAHGPGWQAAMASTAIMVPVGLVFVAFALHFYRSLVAHKTDRYKQELEELNRLQGELQAV. Result: 0 (no interaction).